Task: Predict the reaction yield, written as a fraction of the theoretical maximum amount of product (1.0 means a 100% yield; for example, 0.34 means a 34% yield).. Dataset: Reaction yield outcomes from USPTO patents with 853,638 reactions (1) The reactants are [NH2:1][C:2]1[C:7]([C:8]2[CH:13]=[CH:12][CH:11]=[C:10]([F:14])[CH:9]=2)=[C:6]([C:15](=[O:17])[CH3:16])[CH:5]=[C:4]([Cl:18])[C:3]=1[CH3:19].[CH2:20]([O:23][C:24](Cl)=[O:25])[CH2:21]Cl.CC(C)([O-])C.[K+]. The catalyst is CN(C)C1C=CN=CC=1.O1CCCC1. The product is [C:15]([C:6]1[C:7]([C:8]2[CH:13]=[CH:12][CH:11]=[C:10]([F:14])[CH:9]=2)=[C:2]([N:1]2[CH2:21][CH2:20][O:23][C:24]2=[O:25])[C:3]([CH3:19])=[C:4]([Cl:18])[CH:5]=1)(=[O:17])[CH3:16]. The yield is 0.100. (2) The reactants are [CH:1]1([CH2:6][N:7]([CH2:21][CH3:22])[C:8]2[C:9]([CH2:16][O:17]COC)=[N:10][C:11]([O:14][CH3:15])=[CH:12][CH:13]=2)[CH2:5][CH2:4][CH2:3][CH2:2]1.Cl.[OH-].[Na+]. The catalyst is O1CCOCC1.O. The product is [CH:1]1([CH2:6][N:7]([CH2:21][CH3:22])[C:8]2[C:9]([CH2:16][OH:17])=[N:10][C:11]([O:14][CH3:15])=[CH:12][CH:13]=2)[CH2:2][CH2:3][CH2:4][CH2:5]1. The yield is 0.940. (3) The reactants are [CH3:1][O:2][C:3](=[O:6])[CH2:4][NH2:5].[OH:7][C:8]1[CH:9]=[C:10]([CH:13]=[CH:14][C:15]=1[O:16][CH3:17])[CH:11]=O. No catalyst specified. The product is [OH:7][C:8]1[CH:9]=[C:10]([CH:13]=[CH:14][C:15]=1[O:16][CH3:17])[CH2:11][NH:5][CH2:4][C:3]([O:2][CH3:1])=[O:6]. The yield is 0.470. (4) The reactants are [Br:1][C:2]1[CH:3]=[CH:4][C:5]([NH:8][C:9](=[O:27])[C:10]2[CH:15]=[C:14]([S:16][C:17]3[N:18]([CH3:22])[CH:19]=[CH:20][N:21]=3)[C:13]([F:23])=[CH:12][C:11]=2[N+:24]([O-])=O)=[N:6][CH:7]=1.[NH4+].[Cl-]. The catalyst is [Fe].C(O)(C)C. The product is [NH2:24][C:11]1[CH:12]=[C:13]([F:23])[C:14]([S:16][C:17]2[N:18]([CH3:22])[CH:19]=[CH:20][N:21]=2)=[CH:15][C:10]=1[C:9]([NH:8][C:5]1[CH:4]=[CH:3][C:2]([Br:1])=[CH:7][N:6]=1)=[O:27]. The yield is 0.520. (5) The product is [CH:1]1([CH2:4][O:5][CH:6]2[CH2:11][CH2:10][N:9]([CH2:13][CH2:14][CH2:15][N:16]3[C:21]4[C:22]([F:27])=[CH:23][CH:24]=[C:25]([F:26])[C:20]=4[O:19][CH2:18][C:17]3=[O:28])[CH2:8][CH2:7]2)[CH2:2][CH2:3]1. The reactants are [CH:1]1([CH2:4][O:5][CH:6]2[CH2:11][CH2:10][NH:9][CH2:8][CH2:7]2)[CH2:3][CH2:2]1.Cl[CH2:13][CH2:14][CH2:15][N:16]1[C:21]2[C:22]([F:27])=[CH:23][CH:24]=[C:25]([F:26])[C:20]=2[O:19][CH2:18][C:17]1=[O:28].C([O-])([O-])=O.[K+].[K+]. The yield is 0.370. No catalyst specified. (6) The product is [NH2:7][CH2:8][C:9]1[CH:10]=[CH:11][C:12]([CH2:15][N:16]([CH:17]2[CH2:26][C:25]3[N:24]=[CH:23][CH:22]=[CH:21][C:20]=3[CH2:19][CH2:18]2)[S:27]([C:30]2[CH:35]=[CH:34][CH:33]=[CH:32][C:31]=2[N+:36]([O-:38])=[O:37])(=[O:28])=[O:29])=[CH:13][CH:14]=1. The yield is 0.570. The catalyst is C(Cl)Cl. The reactants are C(OC(=O)[NH:7][CH2:8][C:9]1[CH:14]=[CH:13][C:12]([CH2:15][N:16]([S:27]([C:30]2[CH:35]=[CH:34][CH:33]=[CH:32][C:31]=2[N+:36]([O-:38])=[O:37])(=[O:29])=[O:28])[CH:17]2[CH2:26][C:25]3[N:24]=[CH:23][CH:22]=[CH:21][C:20]=3[CH2:19][CH2:18]2)=[CH:11][CH:10]=1)(C)(C)C.C(O)(C(F)(F)F)=O.